Dataset: Full USPTO retrosynthesis dataset with 1.9M reactions from patents (1976-2016). Task: Predict the reactants needed to synthesize the given product. (1) Given the product [O:7]([C:1]1[CH:2]=[CH:3][CH:4]=[CH:5][C:6]=1[B:19]([OH:22])[OH:20])[C:8]1[CH:9]=[CH:10][CH:11]=[CH:12][CH:13]=1, predict the reactants needed to synthesize it. The reactants are: [C:1]1([O:7][C:8]2[CH:13]=[CH:12][CH:11]=[CH:10][CH:9]=2)[CH:6]=[CH:5][CH:4]=[CH:3][CH:2]=1.[Li+].CCC[CH2-].[B:19](OC)([O:22]C)[O:20]C.Cl. (2) Given the product [C:27]1([CH3:37])[CH:32]=[CH:31][C:30]([S:33]([N:6]2[CH2:7][CH2:8][C:9]3[O:1][N:2]=[C:3]([C:10]([N:12]4[CH2:17][CH2:16][N:15]([C:18]5[CH:23]=[CH:22][C:21]([C:24](=[O:26])[CH3:25])=[CH:20][CH:19]=5)[CH2:14][CH2:13]4)=[O:11])[C:4]=3[CH2:5]2)(=[O:35])=[O:34])=[CH:29][CH:28]=1, predict the reactants needed to synthesize it. The reactants are: [O:1]1[C:9]2[CH2:8][CH2:7][NH:6][CH2:5][C:4]=2[C:3]([C:10]([N:12]2[CH2:17][CH2:16][N:15]([C:18]3[CH:23]=[CH:22][C:21]([C:24](=[O:26])[CH3:25])=[CH:20][CH:19]=3)[CH2:14][CH2:13]2)=[O:11])=[N:2]1.[C:27]1([CH3:37])[CH:32]=[CH:31][C:30]([S:33](Cl)(=[O:35])=[O:34])=[CH:29][CH:28]=1. (3) The reactants are: [O:1]1[CH:5]=[CH:4][CH:3]=[C:2]1[C:6]1[O:7][C:8]([CH3:33])=[C:9]([CH2:11][O:12][C:13]2[CH:30]=[CH:29][C:16]([CH2:17][O:18][C:19]3[C:23]([CH2:24][OH:25])=[CH:22][N:21]([CH2:26][CH2:27][OH:28])[N:20]=3)=[CH:15][C:14]=2[O:31][CH3:32])[N:10]=1. Given the product [O:1]1[CH:5]=[CH:4][CH:3]=[C:2]1[C:6]1[O:7][C:8]([CH3:33])=[C:9]([CH2:11][O:12][C:13]2[CH:30]=[CH:29][C:16]([CH2:17][O:18][C:19]3[C:23]([CH:24]=[O:25])=[CH:22][N:21]([CH2:26][CH2:27][OH:28])[N:20]=3)=[CH:15][C:14]=2[O:31][CH3:32])[N:10]=1, predict the reactants needed to synthesize it. (4) Given the product [Cl:1][C:2]1[CH:3]=[CH:4][C:5]2[C:11](=[O:12])[C:10]3[CH:13]=[CH:14][CH:15]=[C:16]([OH:17])[C:9]=3[CH2:8][CH2:7][C:6]=2[CH:19]=1, predict the reactants needed to synthesize it. The reactants are: [Cl:1][C:2]1[CH:3]=[CH:4][C:5]2[C:11](=[O:12])[C:10]3[CH:13]=[CH:14][CH:15]=[C:16]([O:17]C)[C:9]=3[CH2:8][CH2:7][C:6]=2[CH:19]=1.Br. (5) The reactants are: [OH:1][C:2]1[C:11]2[C:6](=[CH:7][CH:8]=[CH:9][CH:10]=2)[C@@:5]([CH3:17])([CH2:12][CH2:13][CH:14]([CH3:16])[CH3:15])[C:4](=[O:18])[C:3]=1[C:19](OCC)=O.[NH2:24][C:25]1[CH:30]=[CH:29][C:28]([NH:31][C:32](=[O:38])[O:33][C:34]([CH3:37])([CH3:36])[CH3:35])=[CH:27][C:26]=1[S:39]([NH2:42])(=[O:41])=[O:40].C(N(CC)CC)C. Given the product [OH:1][C:2]1[C:11]2[C:6](=[CH:7][CH:8]=[CH:9][CH:10]=2)[C@@:5]([CH3:17])([CH2:12][CH2:13][CH:14]([CH3:15])[CH3:16])[C:4](=[O:18])[C:3]=1[C:19]1[NH:24][C:25]2[CH:30]=[CH:29][C:28]([NH:31][C:32](=[O:38])[O:33][C:34]([CH3:36])([CH3:37])[CH3:35])=[CH:27][C:26]=2[S:39](=[O:40])(=[O:41])[N:42]=1, predict the reactants needed to synthesize it.